Dataset: Peptide-MHC class II binding affinity with 134,281 pairs from IEDB. Task: Regression. Given a peptide amino acid sequence and an MHC pseudo amino acid sequence, predict their binding affinity value. This is MHC class II binding data. (1) The MHC is DRB5_0101 with pseudo-sequence DRB5_0101. The binding affinity (normalized) is 0.443. The peptide sequence is PIIIDQKYCPNKICT. (2) The peptide sequence is LLNRNNSFKPFAEYK. The MHC is DRB5_0101 with pseudo-sequence DRB5_0101. The binding affinity (normalized) is 0.179. (3) The peptide sequence is PGPIGPPGPRGRSGE. The MHC is HLA-DQA10302-DQB10401 with pseudo-sequence HLA-DQA10303-DQB10402. The binding affinity (normalized) is 0. (4) The peptide sequence is KFIPALEAAVKQAYA. The MHC is DRB5_0101 with pseudo-sequence DRB5_0101. The binding affinity (normalized) is 0.778. (5) The peptide sequence is DFNEFISFCNANPGL. The MHC is DRB1_1101 with pseudo-sequence DRB1_1101. The binding affinity (normalized) is 0.489. (6) The peptide sequence is SNGTGNIVSSVNMVSRL. The MHC is DRB1_1302 with pseudo-sequence DRB1_1302. The binding affinity (normalized) is 0.614. (7) The peptide sequence is RVIRGKKGAGGITIK. The MHC is DRB1_1602 with pseudo-sequence DRB1_1602. The binding affinity (normalized) is 0.0879.